Dataset: Full USPTO retrosynthesis dataset with 1.9M reactions from patents (1976-2016). Task: Predict the reactants needed to synthesize the given product. (1) Given the product [CH2:20]([N:19]1[C:7]2[N:8]=[C:9]([NH:12][C:13]3[CH:18]=[CH:17][CH:16]=[CH:15][CH:14]=3)[N:10]=[CH:11][C:6]=2[CH2:5][CH:4]([C:24]2[CH:25]=[CH:26][C:27]([O:30][CH3:31])=[CH:28][CH:29]=2)[C:3]1=[O:2])[CH:21]([CH3:22])[CH3:23], predict the reactants needed to synthesize it. The reactants are: C[O:2][C:3](=O)[CH:4]([C:24]1[CH:29]=[CH:28][C:27]([O:30][CH3:31])=[CH:26][CH:25]=1)[CH2:5][C:6]1[C:7]([NH:19][CH2:20][CH:21]([CH3:23])[CH3:22])=[N:8][C:9]([NH:12][C:13]2[CH:18]=[CH:17][CH:16]=[CH:15][CH:14]=2)=[N:10][CH:11]=1.S(=O)(=O)(O)O. (2) Given the product [N:29]1[CH:30]=[CH:31][C:26]([C:2]2[S:6][C:5]([C:7]3[CH:12]=[CH:11][N:10]=[C:9]([NH:13][CH:14]4[CH2:19][C:18]([CH3:21])([CH3:20])[NH:17][C:16]([CH3:23])([CH3:22])[CH2:15]4)[N:8]=3)=[CH:4][CH:3]=2)=[CH:27][CH:28]=1, predict the reactants needed to synthesize it. The reactants are: Br[C:2]1[S:6][C:5]([C:7]2[CH:12]=[CH:11][N:10]=[C:9]([NH:13][CH:14]3[CH2:19][C:18]([CH3:21])([CH3:20])[NH:17][C:16]([CH3:23])([CH3:22])[CH2:15]3)[N:8]=2)=[CH:4][CH:3]=1.C[Sn](C)(C)[C:26]1[CH:31]=[CH:30][N:29]=[CH:28][CH:27]=1.[OH-].[Na+]. (3) Given the product [CH3:1][S:2]([C:3]1[N:8]=[CH:7][C:6]2=[CH:9][CH:10]=[C:11]([CH:12]([C:14]3[CH:19]=[CH:18][CH:17]=[CH:16][CH:15]=3)[OH:13])[N:5]2[N:4]=1)=[O:31], predict the reactants needed to synthesize it. The reactants are: [CH3:1][S:2][C:3]1[N:8]=[CH:7][C:6]2=[CH:9][CH:10]=[C:11]([CH:12]([C:14]3[CH:19]=[CH:18][CH:17]=[CH:16][CH:15]=3)[OH:13])[N:5]2[N:4]=1.C(Cl)Cl.ClC1C=CC=C(C(OO)=[O:31])C=1.